This data is from Full USPTO retrosynthesis dataset with 1.9M reactions from patents (1976-2016). The task is: Predict the reactants needed to synthesize the given product. (1) Given the product [F:22][C:19]1[CH:20]=[CH:21][C:16]([CH2:15][C:13]2[CH:14]=[C:9]3[C:10]([C:23]([OH:24])=[C:5]([C:4]([O:3][CH2:1][CH3:2])=[O:39])[C:6](=[O:7])[N:8]3[CH2:28][CH2:29][CH2:30][S:31]([N:34]3[CH2:35][CH2:36][CH2:37][CH2:38]3)(=[O:32])=[O:33])=[N:11][CH:12]=2)=[CH:17][CH:18]=1, predict the reactants needed to synthesize it. The reactants are: [CH2:1]([O:3][C:4](=[O:39])[CH2:5][C:6]([N:8]([CH2:28][CH2:29][CH2:30][S:31]([N:34]1[CH2:38][CH2:37][CH2:36][CH2:35]1)(=[O:33])=[O:32])[C:9]1[C:10]([C:23](OCC)=[O:24])=[N:11][CH:12]=[C:13]([CH2:15][C:16]2[CH:21]=[CH:20][C:19]([F:22])=[CH:18][CH:17]=2)[CH:14]=1)=[O:7])[CH3:2].[O-]CC.[Na+]. (2) Given the product [S:1]1[C:5]2[CH2:6][NH:7][CH2:8][CH2:9][CH:10]([OH:11])[C:4]=2[CH:3]=[CH:2]1, predict the reactants needed to synthesize it. The reactants are: [S:1]1[C:5]2[CH2:6][NH:7][CH2:8][CH2:9][C:10](=[O:11])[C:4]=2[CH:3]=[CH:2]1.[BH4-].[Na+]. (3) Given the product [F:23][C:19]1[C:18]([O:24][CH3:25])=[C:17]([C:13]2[CH:14]=[CH:15][CH:16]=[C:11]([N:9]3[CH:10]=[C:6]([C:4]([C:28]4[CH:33]=[C:32]([CH3:34])[CH:31]=[CH:30][N:29]=4)=[O:5])[N:7]=[CH:8]3)[CH:12]=2)[CH:22]=[CH:21][CH:20]=1, predict the reactants needed to synthesize it. The reactants are: CON(C)[C:4]([C:6]1[N:7]=[CH:8][N:9]([C:11]2[CH:12]=[C:13]([C:17]3[CH:22]=[CH:21][CH:20]=[C:19]([F:23])[C:18]=3[O:24][CH3:25])[CH:14]=[CH:15][CH:16]=2)[CH:10]=1)=[O:5].Br[C:28]1[CH:33]=[C:32]([CH3:34])[CH:31]=[CH:30][N:29]=1. (4) Given the product [CH3:28][O:27][C:24]1[N:23]=[C:22]([O:29][CH3:30])[C:21]([C:20]2[CH:11]([C:8]3[CH:9]=[CH:10][C:5]([O:4][CH2:3][CH2:2][N:41]4[CH2:46][CH2:45][CH2:44][CH2:43][CH2:42]4)=[CH:6][CH:7]=3)[O:12][C:13]3[C:18]([C:19]=2[CH3:31])=[CH:17][CH:16]=[C:15]([OH:32])[CH:14]=3)=[CH:26][N:25]=1, predict the reactants needed to synthesize it. The reactants are: Cl[CH2:2][CH2:3][O:4][C:5]1[CH:10]=[CH:9][C:8]([CH:11]2[C:20]([C:21]3[C:22]([O:29][CH3:30])=[N:23][C:24]([O:27][CH3:28])=[N:25][CH:26]=3)=[C:19]([CH3:31])[C:18]3[C:13](=[CH:14][C:15]([O:32]COCC[Si](C)(C)C)=[CH:16][CH:17]=3)[O:12]2)=[CH:7][CH:6]=1.[NH:41]1[CH2:46][CH2:45][CH2:44][CH2:43][CH2:42]1. (5) Given the product [C:22]1([C:20]([N:17]2[CH2:18][CH2:19][N:14]([C:4]3[CH:3]=[CH:2][N:7]=[N:6][C:5]=3[C:8]3[CH:13]=[CH:12][CH:11]=[CH:10][CH:9]=3)[CH2:15][CH2:16]2)=[O:21])[CH:23]=[CH:24][CH:25]=[CH:26][CH:27]=1, predict the reactants needed to synthesize it. The reactants are: Cl[C:2]1[N:7]=[N:6][C:5]([C:8]2[CH:13]=[CH:12][CH:11]=[CH:10][CH:9]=2)=[C:4]([N:14]2[CH2:19][CH2:18][N:17]([C:20]([C:22]3[CH:27]=[CH:26][CH:25]=[CH:24][CH:23]=3)=[O:21])[CH2:16][CH2:15]2)[CH:3]=1. (6) Given the product [NH2:1][C:2]1[C:11]2[CH:10]=[CH:9][CH:8]=[C:7]([C:26]3[C:21]([F:20])=[N:22][C:23]([CH3:30])=[CH:24][CH:25]=3)[C:6]=2[N:5]=[C:4]2[CH2:13][N:14]([CH:17]3[CH2:19][CH2:18]3)[C:15](=[O:16])[C:3]=12, predict the reactants needed to synthesize it. The reactants are: [NH2:1][C:2]1[C:11]2[CH:10]=[CH:9][CH:8]=[C:7](Br)[C:6]=2[N:5]=[C:4]2[CH2:13][N:14]([CH:17]3[CH2:19][CH2:18]3)[C:15](=[O:16])[C:3]=12.[F:20][C:21]1[C:26](B(O)O)=[CH:25][CH:24]=[C:23]([CH3:30])[N:22]=1. (7) Given the product [S:26]=[C:23]1[S:24][S:25][C:21]([C:18]2[CH:17]=[CH:16][C:15]([O:8][C:7](=[O:9])[C:6]3[CH:10]=[CH:11][CH:12]=[CH:13][C:5]=3[O:4][C:1](=[O:3])[CH3:2])=[CH:20][CH:19]=2)=[CH:22]1, predict the reactants needed to synthesize it. The reactants are: [C:1]([O:4][C:5]1[C:6](=[CH:10][CH:11]=[CH:12][CH:13]=1)[C:7]([OH:9])=[O:8])(=[O:3])[CH3:2].O[C:15]1[CH:20]=[CH:19][C:18]([C:21]2[S:25][S:24][C:23](=[S:26])[CH:22]=2)=[CH:17][CH:16]=1.C(O)(=O)C1C(=CC=CC=1)O. (8) Given the product [ClH:33].[NH2:8][CH2:9][CH2:10][CH2:11][N:12]1[CH2:19][CH:18]2[O:20][CH:14]([CH2:15][N:16]([CH2:21][CH2:22][O:23][C:24]3[CH:31]=[CH:30][C:27]([C:28]#[N:29])=[CH:26][C:25]=3[F:32])[CH2:17]2)[CH2:13]1, predict the reactants needed to synthesize it. The reactants are: OC(C(F)(F)F)=O.[NH2:8][CH2:9][CH2:10][CH2:11][N:12]1[CH2:19][CH:18]2[O:20][CH:14]([CH2:15][N:16]([CH2:21][CH2:22][O:23][C:24]3[CH:31]=[CH:30][C:27]([C:28]#[N:29])=[CH:26][C:25]=3[F:32])[CH2:17]2)[CH2:13]1.[ClH:33].